Dataset: Forward reaction prediction with 1.9M reactions from USPTO patents (1976-2016). Task: Predict the product of the given reaction. (1) Given the reactants Cl[C:2]1[CH:11]=[CH:10][C:9]2[C:4](=[CH:5][CH:6]=[C:7](Cl)[CH:8]=2)[N:3]=1.[CH3:13][C:14]1[O:18][C:17]([CH2:19][NH2:20])=[CH:16][CH:15]=1.[CH3:21][O:22][CH2:23][CH2:24][NH2:25], predict the reaction product. The product is: [CH3:21][O:22][CH2:23][CH2:24][NH:25][C:7]1[CH:8]=[C:9]2[C:4](=[CH:5][CH:6]=1)[N:3]=[C:2]([NH:20][CH2:19][C:17]1[O:18][C:14]([CH3:13])=[CH:15][CH:16]=1)[CH:11]=[CH:10]2. (2) Given the reactants [N:1]1([C:9]([O:11][CH2:12][C:13]2[CH:18]=[CH:17][CH:16]=[CH:15][CH:14]=2)=[O:10])[CH2:8][CH2:7][CH2:6][C@H:2]1[C:3]([OH:5])=[O:4].CN1CCOCC1.[C:26]([C:28]1[CH:35]=[CH:34][C:31]([CH2:32][NH2:33])=[CH:30][CH:29]=1)#[N:27], predict the reaction product. The product is: [N:1]1([C:9]([O:11][CH2:12][C:13]2[CH:14]=[CH:15][CH:16]=[CH:17][CH:18]=2)=[O:10])[CH2:8][CH2:7][CH2:6][C@H:2]1[C:3]([OH:5])=[O:4].[C:26]([C:28]1[CH:35]=[CH:34][C:31]([CH2:32][NH-:33])=[CH:30][CH:29]=1)#[N:27].